Task: Predict the reactants needed to synthesize the given product.. Dataset: Full USPTO retrosynthesis dataset with 1.9M reactions from patents (1976-2016) (1) Given the product [Br:1][C:2]1[CH:3]=[C:4]([NH:8][CH:9]([C:13]2[CH:18]=[CH:17][CH:16]=[CH:15][CH:14]=2)[C:10]([NH2:22])=[O:11])[CH:5]=[N:6][CH:7]=1, predict the reactants needed to synthesize it. The reactants are: [Br:1][C:2]1[CH:3]=[C:4]([NH:8][CH:9]([C:13]2[CH:18]=[CH:17][CH:16]=[CH:15][CH:14]=2)[C:10](O)=[O:11])[CH:5]=[N:6][CH:7]=1.N.C([N:22](CC)CC)C.CN(C(ON1N=NC2C=CC=NC1=2)=[N+](C)C)C.F[P-](F)(F)(F)(F)F. (2) Given the product [CH2:1]([O:8][C:9]1[CH:14]=[CH:13][C:12]([O:15][C:16]2[C:21]([CH3:22])=[CH:20][C:19]([N+:23]([O-:25])=[O:24])=[CH:18][C:17]=2[CH3:26])=[CH:11][C:10]=1[S:27]([NH:43][CH2:38][C:39]([CH3:42])([CH3:41])[CH3:40])(=[O:29])=[O:28])[C:2]1[CH:7]=[CH:6][CH:5]=[CH:4][CH:3]=1, predict the reactants needed to synthesize it. The reactants are: [CH2:1]([O:8][C:9]1[CH:14]=[CH:13][C:12]([O:15][C:16]2[C:21]([CH3:22])=[CH:20][C:19]([N+:23]([O-:25])=[O:24])=[CH:18][C:17]=2[CH3:26])=[CH:11][C:10]=1[S:27](Cl)(=[O:29])=[O:28])[C:2]1[CH:7]=[CH:6][CH:5]=[CH:4][CH:3]=1.CN1CCOCC1.[CH2:38]([NH2:43])[C:39]([CH3:42])([CH3:41])[CH3:40].